Dataset: Catalyst prediction with 721,799 reactions and 888 catalyst types from USPTO. Task: Predict which catalyst facilitates the given reaction. Reactant: [Br:1][C:2]1[C:3]([CH3:14])=[C:4]([C:9]2[CH2:13][CH2:12][O:11][N:10]=2)[C:5](Br)=[CH:6][CH:7]=1.CN1C(=O)CCC1.[CH3:22][S-:23].[Na+]. Product: [Br:1][C:2]1[C:3]([CH3:14])=[C:4]([C:9]2[CH2:13][CH2:12][O:11][N:10]=2)[C:5]([S:23][CH3:22])=[CH:6][CH:7]=1. The catalyst class is: 6.